Dataset: Reaction yield outcomes from USPTO patents with 853,638 reactions. Task: Predict the reaction yield, written as a fraction of the theoretical maximum amount of product (1.0 means a 100% yield; for example, 0.34 means a 34% yield). (1) The product is [Cl:13][C:14]1[CH:15]=[CH:16][C:17]([C:18]([NH:20][CH2:21][C:22]2[CH:27]=[CH:26][C:25]([C:28]([NH:30][N:31]=[C:5]3[C:4]4[C:8](=[CH:9][CH:10]=[C:2]([I:1])[CH:3]=4)[NH:7][C:6]3=[O:11])=[O:29])=[CH:24][CH:23]=2)=[O:19])=[CH:32][CH:33]=1. The catalyst is C(O)(=O)C. The yield is 0.920. The reactants are [I:1][C:2]1[CH:3]=[C:4]2[C:8](=[CH:9][CH:10]=1)[NH:7][C:6](=[O:11])[C:5]2=O.[Cl:13][C:14]1[CH:33]=[CH:32][C:17]([C:18]([NH:20][CH2:21][C:22]2[CH:27]=[CH:26][C:25]([C:28]([NH:30][NH2:31])=[O:29])=[CH:24][CH:23]=2)=[O:19])=[CH:16][CH:15]=1. (2) The reactants are [Cl:1][C:2]1[CH:7]=[C:6](F)[CH:5]=[CH:4][N:3]=1.Cl.[NH2:10][C:11]1[C:20]2[C:15](=[CH:16][CH:17]=[CH:18][CH:19]=2)[C:14]([OH:21])=[CH:13][CH:12]=1.[K].[O-]CCCC. The catalyst is CN1C(=O)CCC1.O. The product is [Cl:1][C:2]1[CH:7]=[C:6]([O:21][C:14]2[C:15]3[C:20](=[CH:19][CH:18]=[CH:17][CH:16]=3)[C:11]([NH2:10])=[CH:12][CH:13]=2)[CH:5]=[CH:4][N:3]=1. The yield is 0.920. (3) The reactants are Br[C:2]1[N:6]([CH2:7][C:8]([O:10][C:11]([CH3:14])([CH3:13])[CH3:12])=[O:9])[C:5]2[CH:15]=[C:16]([C:18]([O:20][CH3:21])=[O:19])[S:17][C:4]=2[C:3]=1[CH:22]1[CH2:27][CH2:26][CH2:25][CH2:24][CH2:23]1.[C:28]([O:32][C:33](=[O:50])[NH:34][C:35]1[CH:40]=[CH:39][CH:38]=[CH:37][C:36]=1B1OC(C)(C)C(C)(C)O1)([CH3:31])([CH3:30])[CH3:29].C([O-])([O-])=O.[Na+].[Na+].CCOC(C)=O. The catalyst is O1CCOCC1.Cl[Pd](Cl)([P](C1C=CC=CC=1)(C1C=CC=CC=1)C1C=CC=CC=1)[P](C1C=CC=CC=1)(C1C=CC=CC=1)C1C=CC=CC=1. The product is [C:28]([O:32][C:33]([NH:34][C:35]1[CH:40]=[CH:39][CH:38]=[CH:37][C:36]=1[C:2]1[N:6]([CH2:7][C:8]([O:10][C:11]([CH3:14])([CH3:13])[CH3:12])=[O:9])[C:5]2[CH:15]=[C:16]([C:18]([O:20][CH3:21])=[O:19])[S:17][C:4]=2[C:3]=1[CH:22]1[CH2:27][CH2:26][CH2:25][CH2:24][CH2:23]1)=[O:50])([CH3:31])([CH3:29])[CH3:30]. The yield is 0.890. (4) The reactants are [C:1]12[C:7](=[CH:8][CH:9]=[CH:10][CH:11]=1)[NH:6]C(=O)O[C:2]2=[O:3].[NH2:13][C:14]1[CH:23]=[CH:22][C:17]([C:18]([O:20][CH3:21])=[O:19])=[CH:16][CH:15]=1. No catalyst specified. The product is [NH2:6][C:7]1[CH:8]=[CH:9][CH:10]=[CH:11][C:1]=1[C:2]([NH:13][C:14]1[CH:15]=[CH:16][C:17]([C:18]([O:20][CH3:21])=[O:19])=[CH:22][CH:23]=1)=[O:3]. The yield is 0.780. (5) The reactants are [C:1]1([S:7]([N:10]2[C:18]3[C:13](=[CH:14][CH:15]=[C:16]([C:19]([O:21]C)=O)[CH:17]=3)[CH:12]=[CH:11]2)(=[O:9])=[O:8])[CH:6]=[CH:5][CH:4]=[CH:3][CH:2]=1.[Li+].C[Si]([N-][Si](C)(C)C)(C)C.[Cl:33][C:34]1[N:39]=[C:38]([CH3:40])[CH:37]=[CH:36][N:35]=1. The catalyst is C1COCC1. The product is [Cl:33][C:34]1[N:39]=[C:38]([CH2:40][C:19]([C:16]2[CH:17]=[C:18]3[C:13]([CH:12]=[CH:11][N:10]3[S:7]([C:1]3[CH:2]=[CH:3][CH:4]=[CH:5][CH:6]=3)(=[O:9])=[O:8])=[CH:14][CH:15]=2)=[O:21])[CH:37]=[CH:36][N:35]=1. The yield is 0.330.